Dataset: Choline transporter screen with 302,306 compounds. Task: Binary Classification. Given a drug SMILES string, predict its activity (active/inactive) in a high-throughput screening assay against a specified biological target. (1) The molecule is Clc1c(NCCNc2c([N+]([O-])=O)cc(Cl)cc2)ncc(c1)C(F)(F)F. The result is 0 (inactive). (2) The molecule is S(=O)(=O)(N1CCN(CC1)CC(=O)Nc1sc2c(CCC2)c1C#N)c1cc2OCCOc2cc1. The result is 0 (inactive). (3) The molecule is S=C(N\N=C(\CC(=O)NC(c1ccccc1)C)C)N. The result is 0 (inactive). (4) The drug is S=C(Nc1cc(cc(c1)C)C)N. The result is 0 (inactive). (5) The drug is BrC1C2(C(C1(CC2)C(=O)Nc1cc(ccc1)C)(C)C)C. The result is 0 (inactive). (6) The compound is O=c1n(nc(c2ccc(cc2)C)cc1)Cc1c(ccc(c1)C)C. The result is 0 (inactive).